From a dataset of Forward reaction prediction with 1.9M reactions from USPTO patents (1976-2016). Predict the product of the given reaction. (1) Given the reactants Cl.[CH3:2][NH:3][CH3:4].C[Al](C)C.[Cl:9][C:10]1[CH:11]=[C:12]([C:16]2[C:29]([CH3:30])=[C:28]([C:31]#[N:32])[C:19]3[N:20]=[C:21]([C:23]([O:25]CC)=O)[O:22][C:18]=3[C:17]=2[F:33])[CH:13]=[CH:14][CH:15]=1.Cl, predict the reaction product. The product is: [Cl:9][C:10]1[CH:11]=[C:12]([C:16]2[C:29]([CH3:30])=[C:28]([C:31]#[N:32])[C:19]3[N:20]=[C:21]([C:23]([N:3]([CH3:4])[CH3:2])=[O:25])[O:22][C:18]=3[C:17]=2[F:33])[CH:13]=[CH:14][CH:15]=1. (2) Given the reactants [NH:1]1[CH2:6][CH2:5][CH:4]([NH:7][C:8]([C:10]2[C:14]3[N:15]=[CH:16][N:17]=[C:18]([C:19]4[CH:24]=[C:23]([CH3:25])[CH:22]=[CH:21][C:20]=4[O:26][CH2:27][CH:28]4[CH2:30][CH2:29]4)[C:13]=3[NH:12][CH:11]=2)=[O:9])[CH2:3][CH2:2]1.[CH3:31][O:32][CH2:33][C:34](Cl)=[O:35], predict the reaction product. The product is: [CH3:31][O:32][CH2:33][C:34]([N:1]1[CH2:2][CH2:3][CH:4]([NH:7][C:8]([C:10]2[C:14]3[N:15]=[CH:16][N:17]=[C:18]([C:19]4[CH:24]=[C:23]([CH3:25])[CH:22]=[CH:21][C:20]=4[O:26][CH2:27][CH:28]4[CH2:29][CH2:30]4)[C:13]=3[NH:12][CH:11]=2)=[O:9])[CH2:5][CH2:6]1)=[O:35].